Dataset: NCI-60 drug combinations with 297,098 pairs across 59 cell lines. Task: Regression. Given two drug SMILES strings and cell line genomic features, predict the synergy score measuring deviation from expected non-interaction effect. (1) Drug 1: C(=O)(N)NO. Drug 2: CS(=O)(=O)OCCCCOS(=O)(=O)C. Cell line: HOP-92. Synergy scores: CSS=2.21, Synergy_ZIP=0.0259, Synergy_Bliss=0.938, Synergy_Loewe=2.25, Synergy_HSA=-1.89. (2) Drug 1: CC1=C(C(=CC=C1)Cl)NC(=O)C2=CN=C(S2)NC3=CC(=NC(=N3)C)N4CCN(CC4)CCO. Drug 2: CCCCC(=O)OCC(=O)C1(CC(C2=C(C1)C(=C3C(=C2O)C(=O)C4=C(C3=O)C=CC=C4OC)O)OC5CC(C(C(O5)C)O)NC(=O)C(F)(F)F)O. Cell line: OVCAR-4. Synergy scores: CSS=33.5, Synergy_ZIP=0.540, Synergy_Bliss=1.91, Synergy_Loewe=2.67, Synergy_HSA=3.48. (3) Drug 1: CC1CCC2CC(C(=CC=CC=CC(CC(C(=O)C(C(C(=CC(C(=O)CC(OC(=O)C3CCCCN3C(=O)C(=O)C1(O2)O)C(C)CC4CCC(C(C4)OC)OCCO)C)C)O)OC)C)C)C)OC. Drug 2: CCN(CC)CCCC(C)NC1=C2C=C(C=CC2=NC3=C1C=CC(=C3)Cl)OC. Cell line: CAKI-1. Synergy scores: CSS=13.8, Synergy_ZIP=-6.10, Synergy_Bliss=-0.0914, Synergy_Loewe=-5.44, Synergy_HSA=0.384. (4) Drug 1: CCC1=CC2CC(C3=C(CN(C2)C1)C4=CC=CC=C4N3)(C5=C(C=C6C(=C5)C78CCN9C7C(C=CC9)(C(C(C8N6C)(C(=O)OC)O)OC(=O)C)CC)OC)C(=O)OC.C(C(C(=O)O)O)(C(=O)O)O. Drug 2: COCCOC1=C(C=C2C(=C1)C(=NC=N2)NC3=CC=CC(=C3)C#C)OCCOC.Cl. Cell line: HS 578T. Synergy scores: CSS=59.5, Synergy_ZIP=4.14, Synergy_Bliss=4.38, Synergy_Loewe=-21.2, Synergy_HSA=4.06. (5) Drug 1: CCCS(=O)(=O)NC1=C(C(=C(C=C1)F)C(=O)C2=CNC3=C2C=C(C=N3)C4=CC=C(C=C4)Cl)F. Drug 2: CC1=C2C(C(=O)C3(C(CC4C(C3C(C(C2(C)C)(CC1OC(=O)C(C(C5=CC=CC=C5)NC(=O)C6=CC=CC=C6)O)O)OC(=O)C7=CC=CC=C7)(CO4)OC(=O)C)O)C)OC(=O)C. Cell line: SW-620. Synergy scores: CSS=37.2, Synergy_ZIP=12.8, Synergy_Bliss=9.77, Synergy_Loewe=-47.3, Synergy_HSA=-5.30. (6) Drug 2: C1=CN(C(=O)N=C1N)C2C(C(C(O2)CO)O)O.Cl. Cell line: OVCAR-8. Drug 1: CC1=C(C=C(C=C1)NC2=NC=CC(=N2)N(C)C3=CC4=NN(C(=C4C=C3)C)C)S(=O)(=O)N.Cl. Synergy scores: CSS=37.3, Synergy_ZIP=-0.0148, Synergy_Bliss=-0.196, Synergy_Loewe=-35.5, Synergy_HSA=0.354. (7) Drug 1: CNC(=O)C1=CC=CC=C1SC2=CC3=C(C=C2)C(=NN3)C=CC4=CC=CC=N4. Drug 2: CS(=O)(=O)C1=CC(=C(C=C1)C(=O)NC2=CC(=C(C=C2)Cl)C3=CC=CC=N3)Cl. Cell line: HS 578T. Synergy scores: CSS=-8.37, Synergy_ZIP=3.01, Synergy_Bliss=0.611, Synergy_Loewe=-8.83, Synergy_HSA=-6.53. (8) Drug 1: C1CN1C2=NC(=NC(=N2)N3CC3)N4CC4. Drug 2: COCCOC1=C(C=C2C(=C1)C(=NC=N2)NC3=CC=CC(=C3)C#C)OCCOC.Cl. Cell line: NCIH23. Synergy scores: CSS=45.4, Synergy_ZIP=-0.217, Synergy_Bliss=0.622, Synergy_Loewe=-4.47, Synergy_HSA=1.08. (9) Drug 2: C(CC(=O)O)C(=O)CN.Cl. Cell line: MDA-MB-435. Synergy scores: CSS=14.8, Synergy_ZIP=-1.98, Synergy_Bliss=1.55, Synergy_Loewe=-8.86, Synergy_HSA=-0.366. Drug 1: CC1CCC2CC(C(=CC=CC=CC(CC(C(=O)C(C(C(=CC(C(=O)CC(OC(=O)C3CCCCN3C(=O)C(=O)C1(O2)O)C(C)CC4CCC(C(C4)OC)O)C)C)O)OC)C)C)C)OC.